This data is from Reaction yield outcomes from USPTO patents with 853,638 reactions. The task is: Predict the reaction yield, written as a fraction of the theoretical maximum amount of product (1.0 means a 100% yield; for example, 0.34 means a 34% yield). (1) The reactants are [CH2:1]([O:8][C:9]1[CH:13]=[C:12]([C:14]([F:17])([F:16])[F:15])[S:11][C:10]=1C(O)=O)[C:2]1[CH:7]=[CH:6][CH:5]=[CH:4][CH:3]=1. The catalyst is [Cu].N1C2C(=CC=CC=2)C=CC=1. The product is [CH2:1]([O:8][C:9]1[CH:13]=[C:12]([C:14]([F:17])([F:15])[F:16])[S:11][CH:10]=1)[C:2]1[CH:3]=[CH:4][CH:5]=[CH:6][CH:7]=1. The yield is 0.710. (2) The yield is 0.570. The product is [C:37]([N:26]1[CH2:27][CH2:28][C:21]2([S:20][C:19]([C:17]3[NH:16][C:15]4[C:11]([N:2]([CH3:1])[S:3]([C:6]5[S:7][CH:8]=[CH:9][CH:10]=5)(=[O:5])=[O:4])=[C:12]([CH3:29])[S:13][C:14]=4[CH:18]=3)=[N:23][CH2:22]2)[CH2:24][CH2:25]1)(=[O:39])[CH3:38]. The reactants are [CH3:1][N:2]([C:11]1[C:15]2[NH:16][C:17]([C:19]3[S:20][C:21]4([CH2:28][CH2:27][NH:26][CH2:25][CH2:24]4)[CH2:22][N:23]=3)=[CH:18][C:14]=2[S:13][C:12]=1[CH3:29])[S:3]([C:6]1[S:7][CH:8]=[CH:9][CH:10]=1)(=[O:5])=[O:4].C(N(CC)CC)C.[C:37](Cl)(=[O:39])[CH3:38]. The catalyst is O1CCCC1. (3) The reactants are F[C:2]1[C:10]([F:11])=[C:9]([F:12])[CH:8]=[CH:7][C:3]=1[C:4]([OH:6])=[O:5].[Br:13][C:14]1[CH:20]=[CH:19][C:17]([NH2:18])=[C:16]([Cl:21])[CH:15]=1.[NH2-].[Li+].Cl. The catalyst is C(#N)C. The product is [Br:13][C:14]1[CH:20]=[CH:19][C:17]([NH:18][C:2]2[C:10]([F:11])=[C:9]([F:12])[CH:8]=[CH:7][C:3]=2[C:4]([OH:6])=[O:5])=[C:16]([Cl:21])[CH:15]=1. The yield is 0.940. (4) The reactants are [CH3:1]N(C)C=O.[H-].[Na+].[CH3:8][O:9][C:10]1[CH:11]=[C:12]2[C:17](=[CH:18][C:19]=1[O:20][CH3:21])[N:16]=[CH:15][N:14]=[C:13]2[O:22][C:23]1[CH:28]=[CH:27][C:26]([NH:29][C:30](=[O:38])[O:31][CH:32]2[CH2:37][CH2:36][CH2:35][CH2:34][CH2:33]2)=[CH:25][CH:24]=1.CI. The catalyst is O. The product is [CH3:8][O:9][C:10]1[CH:11]=[C:12]2[C:17](=[CH:18][C:19]=1[O:20][CH3:21])[N:16]=[CH:15][N:14]=[C:13]2[O:22][C:23]1[CH:24]=[CH:25][C:26]([N:29]([CH3:1])[C:30](=[O:38])[O:31][CH:32]2[CH2:33][CH2:34][CH2:35][CH2:36][CH2:37]2)=[CH:27][CH:28]=1. The yield is 0.830. (5) The reactants are Br([O-])(=O)=[O:2].[Na+].[CH2:6]([OH:13])[C:7]1[CH:12]=[CH:11][CH:10]=[CH:9][CH:8]=1. The catalyst is C(#N)C.O. The product is [C:6]([OH:2])(=[O:13])[C:7]1[CH:12]=[CH:11][CH:10]=[CH:9][CH:8]=1. The yield is 0.870. (6) The reactants are Br[C:2]1[O:3][CH:4]=[CH:5][CH:6]=1.[C:7]1([C:13]#[CH:14])[CH:12]=[CH:11][CH:10]=[CH:9][CH:8]=1.N1CCC[C@H]1C(O)=O.C(=O)([O-])[O-].[Na+].[Na+].[N-:29]=[N+:30]=[N-:31].[Na+].O=C1O[C@H]([C@H](CO)O)C([O-])=C1O.[Na+]. The catalyst is O.O.O.O.O.S([O-])([O-])(=O)=O.[Cu+2].O.CS(C)=O. The product is [O:3]1[CH:4]=[CH:5][CH:6]=[C:2]1[N:29]1[CH:14]=[C:13]([C:7]2[CH:12]=[CH:11][CH:10]=[CH:9][CH:8]=2)[N:31]=[N:30]1. The yield is 0.0500. (7) The reactants are [Cl:1][C:2]1[C:7](Cl)=[CH:6][C:5]([NH2:9])=[C:4]([N+:10]([O-:12])=[O:11])[CH:3]=1.C(=O)([O-])[O-].[K+].[K+].[CH2:19]([SH:22])[CH2:20][CH3:21]. The catalyst is CN(C=O)C. The product is [Cl:1][C:2]1[C:7]([S:22][CH2:19][CH2:20][CH3:21])=[CH:6][C:5]([NH2:9])=[C:4]([N+:10]([O-:12])=[O:11])[CH:3]=1. The yield is 0.980. (8) The reactants are [F:1][C@@H:2]1[CH2:6][N:5]([C:7]2[CH:8]=[CH:9][C:10]([NH2:13])=[N:11][CH:12]=2)[C@@H:4]([C:14]2[CH:19]=[C:18]([F:20])[CH:17]=[CH:16][C:15]=2[O:21][C@H:22]2[CH2:26][CH2:25][O:24][CH2:23]2)[CH2:3]1.[CH3:27]N(C(OC)OC)C.[CH2:35]([O:37][C:38](=[O:41])[CH2:39]Br)[CH3:36].CO. The catalyst is C1(C)C=CC=CC=1. The product is [CH2:35]([O:37][C:38]([C:39]1[N:11]2[CH:12]=[C:7]([N:5]3[CH2:6][C@@H:2]([F:1])[CH2:3][C@@H:4]3[C:14]3[CH:19]=[C:18]([F:20])[CH:17]=[CH:16][C:15]=3[O:21][C@H:22]3[CH2:26][CH2:25][O:24][CH2:23]3)[CH:8]=[CH:9][C:10]2=[N:13][CH:27]=1)=[O:41])[CH3:36]. The yield is 0.300.